This data is from Forward reaction prediction with 1.9M reactions from USPTO patents (1976-2016). The task is: Predict the product of the given reaction. (1) Given the reactants Br[C:2]1[CH:3]=[C:4]([NH:24][CH2:25][CH2:26][C:27]([F:30])([F:29])[F:28])[C:5]2[N:6]([C:8]([C:11]3[CH:22]=[CH:21][C:14]([C:15]([NH:17][CH:18]4[CH2:20][CH2:19]4)=[O:16])=[C:13]([CH3:23])[CH:12]=3)=[CH:9][N:10]=2)[N:7]=1.Br[Mg][C:33]([C:35]1[CH:40]=[CH:39][CH:38]=[CH:37][CH:36]=1)=[CH2:34], predict the reaction product. The product is: [CH:18]1([NH:17][C:15](=[O:16])[C:14]2[CH:21]=[CH:22][C:11]([C:8]3[N:6]4[N:7]=[C:2]([C:33]([C:35]5[CH:40]=[CH:39][CH:38]=[CH:37][CH:36]=5)=[CH2:34])[CH:3]=[C:4]([NH:24][CH2:25][CH2:26][C:27]([F:30])([F:29])[F:28])[C:5]4=[N:10][CH:9]=3)=[CH:12][C:13]=2[CH3:23])[CH2:20][CH2:19]1. (2) Given the reactants [O:1]1CCO[CH:2]1[C:6]1[CH:11]=[CH:10][C:9]([NH:12][C:13](=[O:16])[O:14][CH3:15])=[CH:8][C:7]=1[N+:17]([O-:19])=[O:18].C(O)(C(F)(F)F)=O, predict the reaction product. The product is: [CH:2]([C:6]1[CH:11]=[CH:10][C:9]([NH:12][C:13](=[O:16])[O:14][CH3:15])=[CH:8][C:7]=1[N+:17]([O-:19])=[O:18])=[O:1]. (3) The product is: [CH:1]1([CH2:4][O:5][C:9]2[C:14]([I:15])=[CH:13][CH:12]=[CH:11][N:10]=2)[CH2:3][CH2:2]1. Given the reactants [CH:1]1([CH2:4][OH:5])[CH2:3][CH2:2]1.[H-].[Na+].F[C:9]1[C:14]([I:15])=[CH:13][CH:12]=[CH:11][N:10]=1.[NH4+].[Cl-], predict the reaction product. (4) The product is: [F:21][C:17]1[CH:16]=[C:15]([CH:20]=[CH:19][CH:18]=1)[CH2:14][O:13][C:10]1[CH:9]=[CH:8][C:7]([N:5]2[C:4](=[O:22])[CH2:3][C@H:2]([NH:1][C:23](=[O:25])[CH3:24])[CH2:6]2)=[CH:12][CH:11]=1. Given the reactants [NH2:1][C@@H:2]1[CH2:6][N:5]([C:7]2[CH:12]=[CH:11][C:10]([O:13][CH2:14][C:15]3[CH:20]=[CH:19][CH:18]=[C:17]([F:21])[CH:16]=3)=[CH:9][CH:8]=2)[C:4](=[O:22])[CH2:3]1.[C:23](OC(=O)C)(=[O:25])[CH3:24].CC(C)=O, predict the reaction product. (5) Given the reactants [Cl:1][C:2]1[CH:7]=[CH:6][C:5]([C:8]2([C:13]#N)[CH2:11][CH:10]([OH:12])[CH2:9]2)=[CH:4][CH:3]=1.C1C[O:18]CC1, predict the reaction product. The product is: [Cl:1][C:2]1[CH:7]=[CH:6][C:5]([C:8]2([CH:13]=[O:18])[CH2:11][CH:10]([OH:12])[CH2:9]2)=[CH:4][CH:3]=1. (6) Given the reactants C(O)(=O)C.[F:5][C:6]([F:16])([F:15])[C:7]1[N:8]=[C:9]([C:12](=[NH:14])[NH2:13])[S:10][CH:11]=1.[Cl:17][C:18]1[CH:25]=[C:24]([Cl:26])[CH:23]=[CH:22][C:19]=1[CH:20]=O.O=[C:28]([CH3:35])[CH2:29][C:30]([O:32][CH2:33][CH3:34])=[O:31], predict the reaction product. The product is: [Cl:17][C:18]1[CH:25]=[C:24]([Cl:26])[CH:23]=[CH:22][C:19]=1[CH:20]1[C:29]([C:30]([O:32][CH2:33][CH3:34])=[O:31])=[C:28]([CH3:35])[NH:13][C:12]([C:9]2[S:10][CH:11]=[C:7]([C:6]([F:5])([F:15])[F:16])[N:8]=2)=[N:14]1.